From a dataset of Forward reaction prediction with 1.9M reactions from USPTO patents (1976-2016). Predict the product of the given reaction. Given the reactants [Li][CH2:2][CH2:3][CH2:4][CH3:5].O=CCC[CH:10]1[CH2:15][CH2:14][CH2:13][N:12]([C:16]([O:18][C:19]([CH3:22])([CH3:21])[CH3:20])=[O:17])[CH2:11]1, predict the reaction product. The product is: [CH2:2]([CH:14]1[CH2:15][CH2:10][CH2:11][N:12]([C:16]([O:18][C:19]([CH3:22])([CH3:21])[CH3:20])=[O:17])[CH2:13]1)[CH2:3][CH:4]=[CH2:5].